This data is from Catalyst prediction with 721,799 reactions and 888 catalyst types from USPTO. The task is: Predict which catalyst facilitates the given reaction. (1) Reactant: C([O:8][C:9](=[O:29])[NH:10][C:11]1[CH:16]=[CH:15][C:14]([N:17]2[CH:21]=[CH:20][C:19]([C:22]3[CH:27]=[CH:26][CH:25]=[CH:24][N:23]=3)=[N:18]2)=[C:13]([F:28])[CH:12]=1)C1C=CC=CC=1.[CH3:30][C:31](C)([O-:33])C.[Li+]. Product: [F:28][C:13]1[CH:12]=[C:11]([N:10]2[CH2:13][C@H:12]([CH2:11][NH:10][C:31](=[O:33])[CH3:30])[O:8][C:9]2=[O:29])[CH:16]=[CH:15][C:14]=1[N:17]1[CH:21]=[CH:20][C:19]([C:22]2[CH:27]=[CH:26][CH:25]=[CH:24][N:23]=2)=[N:18]1. The catalyst class is: 13. (2) Reactant: CC1C=CN=C(NC2N=C(C3OC(NCC4C=CN=CC=4)=NC=3)C=CC=2)C=1.Cl[C:29]1[O:30][C:31]([C:34]2[CH:35]=[C:36]([NH:40][C:41]3[N:46]=[C:45]([CH3:47])[CH:44]=[CH:43][N:42]=3)[CH:37]=[CH:38][CH:39]=2)=[CH:32][N:33]=1.FC(F)(F)C(O)=O.[CH3:55][O:56][CH2:57][CH2:58][N:59]1[CH2:64][CH2:63][NH:62][CH2:61][C:60]1=[O:65]. Product: [CH3:55][O:56][CH2:57][CH2:58][N:59]1[CH2:64][CH2:63][N:62]([C:29]2[O:30][C:31]([C:34]3[CH:39]=[CH:38][CH:37]=[C:36]([NH:40][C:41]4[N:46]=[C:45]([CH3:47])[CH:44]=[CH:43][N:42]=4)[CH:35]=3)=[CH:32][N:33]=2)[CH2:61][C:60]1=[O:65]. The catalyst class is: 41.